From a dataset of Forward reaction prediction with 1.9M reactions from USPTO patents (1976-2016). Predict the product of the given reaction. Given the reactants C(=O)([O-])[O-].[Cs+].[Cs+].[CH3:7][C:8]1[C:9](=[O:14])[NH:10][CH:11]=[CH:12][CH:13]=1.ClC(Cl)(Cl)S(O[CH2:21][C:22]([F:25])([F:24])[F:23])(=O)=O.O, predict the reaction product. The product is: [CH3:7][C:8]1[C:9](=[O:14])[N:10]([CH2:21][C:22]([F:25])([F:24])[F:23])[CH:11]=[CH:12][CH:13]=1.